Dataset: Reaction yield outcomes from USPTO patents with 853,638 reactions. Task: Predict the reaction yield, written as a fraction of the theoretical maximum amount of product (1.0 means a 100% yield; for example, 0.34 means a 34% yield). (1) The reactants are [Cl:1][C:2]1[CH:7]=[C:6]([Cl:8])[CH:5]=[CH:4][C:3]=1[NH:9][C:10]1[C:19]2[C:14](=[CH:15][N:16]=[C:17](F)[CH:18]=2)[N:13]=[CH:12][C:11]=1[C:21]#[N:22].[CH3:23][N:24]([CH3:28])[CH2:25][CH2:26][O-:27].[Na+].O. The catalyst is O1CCCC1. The product is [Cl:1][C:2]1[CH:7]=[C:6]([Cl:8])[CH:5]=[CH:4][C:3]=1[NH:9][C:10]1[C:19]2[C:14](=[CH:15][N:16]=[C:17]([O:27][CH2:26][CH2:25][N:24]([CH3:28])[CH3:23])[CH:18]=2)[N:13]=[CH:12][C:11]=1[C:21]#[N:22]. The yield is 0.590. (2) The reactants are C[C:2]1([CH3:10])[CH2:7][CH2:6][CH2:5][C:4](C)(C)N1.C1([C:17](C2C=CC=CC=2)([PH2:39]=[O:40])[N:18]([CH2:30][C:31]2[CH:36]=[CH:35][C:34]([O:37][CH3:38])=[CH:33][CH:32]=2)[C:19](=[O:29])[C:20]2[CH:25]=[C:24]([O:26][CH3:27])[CH:23]=[CH:22][C:21]=2F)C=CC=CC=1. The catalyst is C1COCC1.[Cl-].[NH4+]. The product is [C:6]1([P:39]([C:4]2[CH:5]=[CH:6][CH:7]=[CH:2][CH:10]=2)([CH:17]2[C:21]3[C:20](=[CH:25][C:24]([O:26][CH3:27])=[CH:23][CH:22]=3)[C:19](=[O:29])[N:18]2[CH2:30][C:31]2[CH:32]=[CH:33][C:34]([O:37][CH3:38])=[CH:35][CH:36]=2)=[O:40])[CH:5]=[CH:4][CH:10]=[CH:2][CH:7]=1. The yield is 0.410. (3) The reactants are Br[C:2]1[S:10][C:5]2=[CH:6][N:7]=[CH:8][CH:9]=[C:4]2[C:3]=1[Br:11].[CH3:12][C:13]([OH:17])([C:15]#[CH:16])[CH3:14].CCN(C(C)C)C(C)C. The product is [Br:11][C:3]1[C:4]2[C:5](=[CH:6][N:7]=[CH:8][CH:9]=2)[S:10][C:2]=1[C:16]#[C:15][C:13]([CH3:14])([OH:17])[CH3:12]. The catalyst is O1CCOCC1.[Cu]I.Cl[Pd](Cl)([P](C1C=CC=CC=1)(C1C=CC=CC=1)C1C=CC=CC=1)[P](C1C=CC=CC=1)(C1C=CC=CC=1)C1C=CC=CC=1. The yield is 0.870. (4) The reactants are [Br:1][C:2]1[CH:7]=[CH:6][C:5]([NH:8][C:9]([NH:11][NH:12][C:13](=O)[CH2:14][C@H:15]2[CH2:19][CH2:18][N:17]([C:20]([CH:22]3[CH2:24][CH2:23]3)=[O:21])[CH2:16]2)=[O:10])=[CH:4][CH:3]=1.C(=O)([O-])[O-].[K+].[K+].Cl. The catalyst is O. The product is [Br:1][C:2]1[CH:7]=[CH:6][C:5]([N:8]2[C:13]([CH2:14][C@H:15]3[CH2:19][CH2:18][N:17]([C:20]([CH:22]4[CH2:24][CH2:23]4)=[O:21])[CH2:16]3)=[N:12][NH:11][C:9]2=[O:10])=[CH:4][CH:3]=1. The yield is 0.650. (5) The reactants are [OH:1][C@@H:2]1[CH2:6][CH2:5][N:4]([C:7]2[CH:12]=[CH:11][C:10]([S:13]([NH:16][C:17]3[S:18][CH:19]=[CH:20][N:21]=3)(=[O:15])=[O:14])=[CH:9][CH:8]=2)[C:3]1=[O:22].[CH:23](N(CC)C(C)C)([CH3:25])[CH3:24].C(Br)C=C. The catalyst is C(Cl)Cl. The product is [CH2:25]([N:16]([C:17]1[S:18][CH:19]=[CH:20][N:21]=1)[S:13]([C:10]1[CH:11]=[CH:12][C:7]([N:4]2[CH2:5][CH2:6][C@@H:2]([OH:1])[C:3]2=[O:22])=[CH:8][CH:9]=1)(=[O:14])=[O:15])[CH:23]=[CH2:24]. The yield is 0.960. (6) The reactants are [S:1]1[CH:5]=[N:4][N:3]=[C:2]1[NH2:6].Cl[C:8]([O:10][C:11]1[CH:16]=[CH:15][CH:14]=[CH:13][CH:12]=1)=[O:9].O. The catalyst is CC(N(C)C)=O. The product is [S:1]1[CH:5]=[N:4][N:3]=[C:2]1[NH:6][C:8](=[O:9])[O:10][C:11]1[CH:16]=[CH:15][CH:14]=[CH:13][CH:12]=1. The yield is 0.760. (7) The reactants are [Cl:1][C:2]1[CH:7]=[CH:6][C:5]([N:8]2[CH2:13][CH2:12][N:11]([CH2:14][C:15]3[CH:28]=[C:27]4[C:18]([N:19]5[CH:24]([C:25](=[O:29])[NH:26]4)[CH2:23][NH:22][CH2:21][CH2:20]5)=[N:17][CH:16]=3)[CH2:10][CH2:9]2)=[CH:4][CH:3]=1.[C:30](=O)([O-])[O-].[K+].[K+].CI. The catalyst is CN(C=O)C. The product is [Cl:1][C:2]1[CH:7]=[CH:6][C:5]([N:8]2[CH2:9][CH2:10][N:11]([CH2:14][C:15]3[CH:28]=[C:27]4[C:18]([N:19]5[CH:24]([C:25](=[O:29])[NH:26]4)[CH2:23][N:22]([CH3:30])[CH2:21][CH2:20]5)=[N:17][CH:16]=3)[CH2:12][CH2:13]2)=[CH:4][CH:3]=1. The yield is 0.0320.